Dataset: NCI-60 drug combinations with 297,098 pairs across 59 cell lines. Task: Regression. Given two drug SMILES strings and cell line genomic features, predict the synergy score measuring deviation from expected non-interaction effect. Drug 1: CN1C(=O)N2C=NC(=C2N=N1)C(=O)N. Drug 2: C1CC(=O)NC(=O)C1N2C(=O)C3=CC=CC=C3C2=O. Cell line: NCI-H322M. Synergy scores: CSS=-6.05, Synergy_ZIP=3.17, Synergy_Bliss=-1.42, Synergy_Loewe=-6.84, Synergy_HSA=-7.57.